From a dataset of Peptide-MHC class I binding affinity with 185,985 pairs from IEDB/IMGT. Regression. Given a peptide amino acid sequence and an MHC pseudo amino acid sequence, predict their binding affinity value. This is MHC class I binding data. The MHC is Mamu-A11 with pseudo-sequence Mamu-A11. The binding affinity (normalized) is 0.167. The peptide sequence is KETVEKAV.